Dataset: Full USPTO retrosynthesis dataset with 1.9M reactions from patents (1976-2016). Task: Predict the reactants needed to synthesize the given product. (1) The reactants are: [NH2:1][C:2]1[CH:7]=[CH:6][CH:5]=[CH:4][CH:3]=1.C[Al](C)C.[N+:12]([C:15]1[CH:16]=[CH:17][C:18]2[N:19]([CH:21]=[C:22]([C:24](OCC)=[O:25])[N:23]=2)[CH:20]=1)([O-:14])=[O:13].[Cl-].[NH4+]. Given the product [N+:12]([C:15]1[CH:16]=[CH:17][C:18]2[N:19]([CH:21]=[C:22]([C:24]([NH:1][C:2]3[CH:7]=[CH:6][CH:5]=[CH:4][CH:3]=3)=[O:25])[N:23]=2)[CH:20]=1)([O-:14])=[O:13], predict the reactants needed to synthesize it. (2) Given the product [Si:10]([O:9][CH2:8][C@H:6]1[O:7][CH2:1][CH2:2][CH2:3][C@H:4]1[OH:5])([C:23]([CH3:26])([CH3:25])[CH3:24])([C:17]1[CH:18]=[CH:19][CH:20]=[CH:21][CH:22]=1)[C:11]1[CH:16]=[CH:15][CH:14]=[CH:13][CH:12]=1, predict the reactants needed to synthesize it. The reactants are: [CH2:1]1[O:7][C@H:6]([CH2:8][OH:9])[C@H:4]([OH:5])[CH:3]=[CH:2]1.[Si:10](Cl)([C:23]([CH3:26])([CH3:25])[CH3:24])([C:17]1[CH:22]=[CH:21][CH:20]=[CH:19][CH:18]=1)[C:11]1[CH:16]=[CH:15][CH:14]=[CH:13][CH:12]=1.O. (3) The reactants are: [CH2:1]([N:8]1[CH2:15][CH:14]2[CH2:16][CH:10]([CH2:11][N:12](CC3C=CC=CC=3)[CH2:13]2)[CH2:9]1)[C:2]1[CH:7]=[CH:6][CH:5]=[CH:4][CH:3]=1. Given the product [CH2:1]([N:8]1[CH2:9][CH:10]2[CH2:16][CH:14]([CH2:13][NH:12][CH2:11]2)[CH2:15]1)[C:2]1[CH:7]=[CH:6][CH:5]=[CH:4][CH:3]=1, predict the reactants needed to synthesize it.